Dataset: Full USPTO retrosynthesis dataset with 1.9M reactions from patents (1976-2016). Task: Predict the reactants needed to synthesize the given product. (1) Given the product [BrH:1].[Br:11][C:8]1[CH:9]=[CH:10][C:5]([C:3]2[N:20]=[C:16]3[CH:15]=[C:14]([CH2:12][CH3:13])[CH:19]=[CH:18][N:17]3[CH:2]=2)=[CH:6][CH:7]=1, predict the reactants needed to synthesize it. The reactants are: [Br:1][CH2:2][C:3]([C:5]1[CH:10]=[CH:9][C:8]([Br:11])=[CH:7][CH:6]=1)=O.[CH2:12]([C:14]1[CH:19]=[CH:18][N:17]=[C:16]([NH2:20])[CH:15]=1)[CH3:13]. (2) The reactants are: [CH3:1][O:2][CH:3]1[CH2:8][CH2:7][CH2:6][CH:5]([C:9](O)=[O:10])[CH2:4]1.C(=O)([O-])O.[Na+]. Given the product [CH3:1][O:2][CH:3]1[CH2:8][CH2:7][CH2:6][CH:5]([CH2:9][OH:10])[CH2:4]1, predict the reactants needed to synthesize it. (3) Given the product [C:20]([OH:23])(=[O:1])[C:8]1[CH:7]=[CH:16][CH:15]=[C:10]([C:11]([OH:13])=[O:12])[CH:9]=1, predict the reactants needed to synthesize it. The reactants are: [O:1]=[Sb]O[Sb]=O.C(OC)(=O)[C:7]1[CH:16]=[CH:15][C:10]([C:11]([O:13]C)=[O:12])=[CH:9][CH:8]=1.[CH2:20]([OH:23])CO. (4) Given the product [F:17][C:13]1[C:12]2[N:11]([N:10]=[C:9]([C:18]3[CH:19]=[C:20]([NH:24][C:25](=[O:32])[CH2:26][C:27]4[S:28][CH:29]=[CH:30][CH:31]=4)[CH:21]=[CH:22][CH:23]=3)[C:8]=2[C:6]2[CH:5]=[CH:4][N:3]=[C:2]([NH:44][C:38]3[CH:37]=[C:36]4[C:41]([CH2:42][CH2:43][N:34]([CH3:33])[CH2:35]4)=[CH:40][CH:39]=3)[N:7]=2)[CH:16]=[CH:15][CH:14]=1, predict the reactants needed to synthesize it. The reactants are: Cl[C:2]1[N:7]=[C:6]([C:8]2[C:9]([C:18]3[CH:19]=[C:20]([NH:24][C:25](=[O:32])[CH2:26][C:27]4[S:28][CH:29]=[CH:30][CH:31]=4)[CH:21]=[CH:22][CH:23]=3)=[N:10][N:11]3[CH:16]=[CH:15][CH:14]=[C:13]([F:17])[C:12]=23)[CH:5]=[CH:4][N:3]=1.[CH3:33][N:34]1[CH2:43][CH2:42][C:41]2[C:36](=[CH:37][C:38]([NH2:44])=[CH:39][CH:40]=2)[CH2:35]1. (5) Given the product [C:1]([N:4]([CH2:20][C:21]1[CH:26]=[C:25]([C:27]([F:30])([F:29])[F:28])[CH:24]=[C:23]([C:31]([F:33])([F:32])[F:34])[CH:22]=1)[CH:5]1[CH2:11][CH2:10][CH2:9][N:8]([C:12]([NH2:35])=[O:13])[C:7]2[CH:15]=[C:16]([Cl:19])[CH:17]=[CH:18][C:6]1=2)(=[O:3])[CH3:2], predict the reactants needed to synthesize it. The reactants are: [C:1]([N:4]([CH2:20][C:21]1[CH:26]=[C:25]([C:27]([F:30])([F:29])[F:28])[CH:24]=[C:23]([C:31]([F:34])([F:33])[F:32])[CH:22]=1)[CH:5]1[CH2:11][CH2:10][CH2:9][N:8]([C:12](Cl)=[O:13])[C:7]2[CH:15]=[C:16]([Cl:19])[CH:17]=[CH:18][C:6]1=2)(=[O:3])[CH3:2].[NH3:35]. (6) Given the product [Cl:24][C:20]1[CH:19]=[C:18]([C:8]2([C:4]3[CH:5]=[CH:6][CH:7]=[C:2]([C:31]4[C:26]([F:25])=[N:27][CH:28]=[CH:29][CH:30]=4)[CH:3]=3)[C:16]3[C:11](=[CH:12][CH:13]=[CH:14][CH:15]=3)[C:10]([NH2:17])=[N:9]2)[CH:23]=[CH:22][N:21]=1, predict the reactants needed to synthesize it. The reactants are: Br[C:2]1[CH:3]=[C:4]([C:8]2([C:18]3[CH:23]=[CH:22][N:21]=[C:20]([Cl:24])[CH:19]=3)[C:16]3[C:11](=[CH:12][CH:13]=[CH:14][CH:15]=3)[C:10]([NH2:17])=[N:9]2)[CH:5]=[CH:6][CH:7]=1.[F:25][C:26]1[C:31](B(O)O)=[CH:30][CH:29]=[CH:28][N:27]=1. (7) Given the product [Si:37]([O:17][CH2:16][C@H:15]([NH:14][CH2:13][C:8]1[CH:9]=[CH:10][CH:11]=[CH:12][C:7]=1[NH:6][C:4](=[O:5])[C:3]1[CH:19]=[CH:20][C:21]([N:23]2[CH2:27][CH2:26][CH2:25][CH2:24]2)=[CH:22][C:2]=1[Cl:1])[CH3:18])([C:33]([CH3:36])([CH3:35])[CH3:34])([CH3:40])[CH3:39], predict the reactants needed to synthesize it. The reactants are: [Cl:1][C:2]1[CH:22]=[C:21]([N:23]2[CH2:27][CH2:26][CH2:25][CH2:24]2)[CH:20]=[CH:19][C:3]=1[C:4]([NH:6][C:7]1[CH:12]=[CH:11][CH:10]=[CH:9][C:8]=1[CH2:13][NH:14][C@H:15]([CH3:18])[CH2:16][OH:17])=[O:5].N1C=CN=C1.[C:33]([Si:37]([CH3:40])([CH3:39])Cl)([CH3:36])([CH3:35])[CH3:34].O. (8) Given the product [Br:43][C:35]1[N:34]=[C:33]([C@@H:23]2[O:22][CH2:21][C@H:20]([CH2:19][O:18][Si:1]([C:14]([CH3:17])([CH3:16])[CH3:15])([C:2]3[CH:7]=[CH:6][CH:5]=[CH:4][CH:3]=3)[C:8]3[CH:9]=[CH:10][CH:11]=[CH:12][CH:13]=3)[N:25]([C:26]([O:28][C:29]([CH3:32])([CH3:30])[CH3:31])=[O:27])[CH2:24]2)[N:37]2[CH:38]=[CH:39][N:40]=[C:41]([Cl:42])[C:36]=12, predict the reactants needed to synthesize it. The reactants are: [Si:1]([O:18][CH2:19][C@@H:20]1[N:25]([C:26]([O:28][C:29]([CH3:32])([CH3:31])[CH3:30])=[O:27])[CH2:24][C@H:23]([C:33]2[N:37]3[CH:38]=[CH:39][N:40]=[C:41]([Cl:42])[C:36]3=[CH:35][N:34]=2)[O:22][CH2:21]1)([C:14]([CH3:17])([CH3:16])[CH3:15])([C:8]1[CH:13]=[CH:12][CH:11]=[CH:10][CH:9]=1)[C:2]1[CH:7]=[CH:6][CH:5]=[CH:4][CH:3]=1.[Br:43]N1C(=O)CCC1=O. (9) The reactants are: [CH2:1]([O:3][C:4]1[CH:28]=[C:27]([F:29])[C:7]([CH2:8][N:9]2[C:17]3[C:12](=[CH:13][CH:14]=[CH:15][CH:16]=3)[C:11]([C:18]3[N:23]=[C:22]([NH2:24])[C:21]([O:25][CH3:26])=[CH:20][N:19]=3)=[N:10]2)=[C:6]([F:30])[CH:5]=1)[CH3:2].Cl[C:32]1[C:37]([C:38]([O:40][CH2:41][CH3:42])=[O:39])=[CH:36][N:35]=[CH:34][CH:33]=1.CC1(C)C2C=CC=C(P(C3C=CC=CC=3)C3C=CC=CC=3)C=2OC2C1=CC=CC=2P(C1C=CC=CC=1)C1C=CC=CC=1.C(=O)([O-])[O-].[Cs+].[Cs+]. Given the product [CH2:1]([O:3][C:4]1[CH:5]=[C:6]([F:30])[C:7]([CH2:8][N:9]2[C:17]3[C:12](=[CH:13][CH:14]=[CH:15][CH:16]=3)[C:11]([C:18]3[N:23]=[C:22]([NH:24][C:32]4[CH:33]=[CH:34][N:35]=[CH:36][C:37]=4[C:38]([O:40][CH2:41][CH3:42])=[O:39])[C:21]([O:25][CH3:26])=[CH:20][N:19]=3)=[N:10]2)=[C:27]([F:29])[CH:28]=1)[CH3:2], predict the reactants needed to synthesize it. (10) Given the product [F:16][C:17]1[CH:22]=[CH:21][C:20]([C:2]2[CH:11]=[CH:10][N:9]=[C:8]3[C:3]=2[CH:4]=[CH:5][C:6]([C:12]([F:15])([F:14])[F:13])=[N:7]3)=[CH:19][C:18]=1[C:26]1[CH:27]=[CH:28][N:29]=[CH:30][CH:31]=1, predict the reactants needed to synthesize it. The reactants are: Cl[C:2]1[CH:11]=[CH:10][N:9]=[C:8]2[C:3]=1[CH:4]=[CH:5][C:6]([C:12]([F:15])([F:14])[F:13])=[N:7]2.[F:16][C:17]1[CH:22]=[CH:21][C:20](B(O)O)=[CH:19][C:18]=1[C:26]1[CH:31]=[CH:30][N:29]=[CH:28][CH:27]=1.